From a dataset of Full USPTO retrosynthesis dataset with 1.9M reactions from patents (1976-2016). Predict the reactants needed to synthesize the given product. (1) Given the product [CH3:23][N:12]([CH2:11][C:9]1[N:10]=[C:6]2[CH:5]=[CH:4][CH:3]=[C:2]([N:31]3[CH2:32][CH2:33][N:28]([CH2:27][CH2:26][O:25][CH3:24])[CH2:29][CH2:30]3)[N:7]2[CH:8]=1)[CH:13]1[C:22]2[N:21]=[CH:20][CH:19]=[CH:18][C:17]=2[CH2:16][CH2:15][CH2:14]1, predict the reactants needed to synthesize it. The reactants are: F[C:2]1[N:7]2[CH:8]=[C:9]([CH2:11][N:12]([CH3:23])[CH:13]3[C:22]4[N:21]=[CH:20][CH:19]=[CH:18][C:17]=4[CH2:16][CH2:15][CH2:14]3)[N:10]=[C:6]2[CH:5]=[CH:4][CH:3]=1.[CH3:24][O:25][CH2:26][CH2:27][N:28]1[CH2:33][CH2:32][NH:31][CH2:30][CH2:29]1. (2) Given the product [C:14]([O:18][C:19](=[O:31])[NH:20][CH:21]1[CH2:26][CH:25]([C:27]([F:28])([F:29])[F:30])[CH2:24][N:23]([C:2]2[C:7]([N+:8]([O-:10])=[O:9])=[CH:6][N:5]=[C:4]3[CH2:11][CH2:12][CH2:13][C:3]=23)[CH2:22]1)([CH3:17])([CH3:15])[CH3:16], predict the reactants needed to synthesize it. The reactants are: Cl[C:2]1[C:7]([N+:8]([O-:10])=[O:9])=[CH:6][N:5]=[C:4]2[CH2:11][CH2:12][CH2:13][C:3]=12.[C:14]([O:18][C:19](=[O:31])[NH:20][C@H:21]1[CH2:26][C@@H:25]([C:27]([F:30])([F:29])[F:28])[CH2:24][NH:23][CH2:22]1)([CH3:17])([CH3:16])[CH3:15].CCN(C(C)C)C(C)C. (3) The reactants are: F[C:2]1[C:7]([S:8]([CH3:11])(=[O:10])=[O:9])=[CH:6][CH:5]=[C:4](F)[C:3]=1[C:13]([N:15]1[CH2:20][CH2:19][N:18]([C:21]2[CH:26]=[CH:25][C:24]([S:27]([CH3:30])(=[O:29])=[O:28])=[CH:23][C:22]=2[F:31])[CH2:17][CH2:16]1)=[O:14].[CH:32]([O-:35])([CH3:34])[CH3:33].[Na+]. Given the product [CH:32]([O:35][C:2]1[C:7]([S:8]([CH3:11])(=[O:10])=[O:9])=[CH:6][CH:5]=[C:4]([O:35][CH:32]([CH3:34])[CH3:33])[C:3]=1[C:13]([N:15]1[CH2:20][CH2:19][N:18]([C:21]2[CH:26]=[CH:25][C:24]([S:27]([CH3:30])(=[O:29])=[O:28])=[CH:23][C:22]=2[F:31])[CH2:17][CH2:16]1)=[O:14])([CH3:34])[CH3:33], predict the reactants needed to synthesize it. (4) Given the product [NH:4]1[CH2:1][CH2:3][N:73]=[C:5]1[C:6]1[CH:7]=[CH:8][C:17]([CH2:18][CH2:19][NH2:20])=[CH:11][CH:12]=1, predict the reactants needed to synthesize it. The reactants are: [CH:1]1([N:4]2[CH2:8][CH2:7][C:6]3([CH2:12][CH2:11]NC3)[CH2:5]2)[CH2:3]C1.BrC1C=C[C:17]([CH2:18][CH2:19][NH:20]C(=O)OC(C)(C)C)=CC=1.CC1(C)C2C(=C(P(C3C=CC=CC=3)C3C=CC=CC=3)C=CC=2)OC2C(P(C3C=CC=CC=3)C3C=CC=CC=3)=CC=CC1=2.C[N:73](C=O)C. (5) The reactants are: [CH2:1]([C:3]([C:21]1[CH:34]=[CH:33][C:24]([O:25][CH2:26][CH:27]2[O:31][C:30](=[O:32])[CH2:29][CH2:28]2)=[C:23](C)[CH:22]=1)([C:6]1[CH:11]=[CH:10][C:9]([CH2:12][CH2:13][CH:14]([OH:19])[C:15]([CH3:18])([CH3:17])[CH3:16])=[C:8]([CH3:20])[CH:7]=1)[CH2:4][CH3:5])[CH3:2].[OH-:36].[K+].[CH3:38][O-].[Na+:40]. Given the product [Na+:40].[CH2:1]([C:3]([C:21]1[CH:34]=[CH:33][C:24]([O:25][CH2:26][C@H:27]([OH:31])[CH2:28][CH2:29][C:30]([O-:36])=[O:32])=[C:23]([CH3:38])[CH:22]=1)([C:6]1[CH:11]=[CH:10][C:9]([CH2:12][CH2:13][CH:14]([OH:19])[C:15]([CH3:17])([CH3:18])[CH3:16])=[C:8]([CH3:20])[CH:7]=1)[CH2:4][CH3:5])[CH3:2], predict the reactants needed to synthesize it.